Predict the reaction yield, written as a fraction of the theoretical maximum amount of product (1.0 means a 100% yield; for example, 0.34 means a 34% yield). From a dataset of Reaction yield outcomes from USPTO patents with 853,638 reactions. (1) The reactants are [Br:1][C:2]1[N:7]=[C:6]([CH3:8])[C:5]([F:9])=[CH:4][CH:3]=1.[Mn]([O-])(=O)(=O)=[O:11].[K+].[OH2:16]. No catalyst specified. The product is [Br:1][C:2]1[N:7]=[C:6]([C:8]([OH:11])=[O:16])[C:5]([F:9])=[CH:4][CH:3]=1. The yield is 0.180. (2) The reactants are [Cl:1][C:2]1[C:10]([I:11])=[CH:9][C:5]([C:6]([OH:8])=[O:7])=[C:4]([O:12][CH3:13])[CH:3]=1.[CH3:14]O. No catalyst specified. The product is [Cl:1][C:2]1[C:10]([I:11])=[CH:9][C:5]([C:6]([O:8][CH3:14])=[O:7])=[C:4]([O:12][CH3:13])[CH:3]=1. The yield is 0.850. (3) The reactants are [CH3:1][N:2]1[C:14]2[C:13]3[N:12]=[C:11](OS(C(F)(F)F)(=O)=O)[N:10]=[CH:9][C:8]=3[CH2:7][CH2:6][C:5]=2[C:4]([C:23]([O:25][CH2:26][CH3:27])=[O:24])=[N:3]1.[NH2:28][CH:29]1[CH2:33][CH2:32][N:31]([C:34]([O:36][C:37]([CH3:40])([CH3:39])[CH3:38])=[O:35])[CH2:30]1.C(OCC)C. The catalyst is O1CCOCC1. The product is [C:37]([O:36][C:34]([N:31]1[CH2:32][CH2:33][CH:29]([NH:28][C:11]2[N:10]=[CH:9][C:8]3[CH2:7][CH2:6][C:5]4[C:4]([C:23]([O:25][CH2:26][CH3:27])=[O:24])=[N:3][N:2]([CH3:1])[C:14]=4[C:13]=3[N:12]=2)[CH2:30]1)=[O:35])([CH3:40])([CH3:38])[CH3:39]. The yield is 0.880. (4) The reactants are [C:1]([O:5][C:6]([N:8]1[CH2:12][C@H:11]([O:13][CH2:14][C:15]2[CH:20]=[CH:19][CH:18]=[CH:17][CH:16]=2)[CH2:10][C@@H:9]1[C@@H:21]([OH:36])[C@@H:22]([NH:32][C:33](=[O:35])[CH3:34])[CH2:23][C:24]1[CH:29]=[C:28]([F:30])[CH:27]=[C:26]([F:31])[CH:25]=1)=[O:7])([CH3:4])([CH3:3])[CH3:2].[CH3:37][C:38]1C=CC(S([O-])(=O)=O)=C[CH:39]=1.C1C=C[NH+]=CC=1.COC(C)C. The catalyst is ClCCl.CC(C)=O. The product is [C:1]([O:5][C:6]([N:8]1[CH2:12][C@H:11]([O:13][CH2:14][C:15]2[CH:16]=[CH:17][CH:18]=[CH:19][CH:20]=2)[CH2:10][C@@H:9]1[C@H:21]1[O:36][C:38]([CH3:39])([CH3:37])[N:32]([C:33](=[O:35])[CH3:34])[C@H:22]1[CH2:23][C:24]1[CH:29]=[C:28]([F:30])[CH:27]=[C:26]([F:31])[CH:25]=1)=[O:7])([CH3:4])([CH3:2])[CH3:3]. The yield is 0.750.